Dataset: NCI-60 drug combinations with 297,098 pairs across 59 cell lines. Task: Regression. Given two drug SMILES strings and cell line genomic features, predict the synergy score measuring deviation from expected non-interaction effect. (1) Cell line: KM12. Drug 1: C1=CC(=CC=C1CCC2=CNC3=C2C(=O)NC(=N3)N)C(=O)NC(CCC(=O)O)C(=O)O. Drug 2: C1=CC(=CC=C1CC(C(=O)O)N)N(CCCl)CCCl.Cl. Synergy scores: CSS=7.93, Synergy_ZIP=-6.43, Synergy_Bliss=-5.75, Synergy_Loewe=-4.50, Synergy_HSA=-4.44. (2) Drug 1: CN1CCC(CC1)COC2=C(C=C3C(=C2)N=CN=C3NC4=C(C=C(C=C4)Br)F)OC. Drug 2: CN(CCCl)CCCl.Cl. Cell line: SK-MEL-2. Synergy scores: CSS=0.984, Synergy_ZIP=2.43, Synergy_Bliss=4.40, Synergy_Loewe=-1.95, Synergy_HSA=-1.39. (3) Drug 1: C1CN1P(=S)(N2CC2)N3CC3. Drug 2: CCC1(C2=C(COC1=O)C(=O)N3CC4=CC5=C(C=CC(=C5CN(C)C)O)N=C4C3=C2)O.Cl. Cell line: OVCAR3. Synergy scores: CSS=35.3, Synergy_ZIP=-9.87, Synergy_Bliss=-7.66, Synergy_Loewe=-4.46, Synergy_HSA=-2.45. (4) Drug 1: C1=CC(=CC=C1CCC2=CNC3=C2C(=O)NC(=N3)N)C(=O)NC(CCC(=O)O)C(=O)O. Drug 2: CN1C(=O)N2C=NC(=C2N=N1)C(=O)N. Cell line: HCT-15. Synergy scores: CSS=50.8, Synergy_ZIP=7.31, Synergy_Bliss=4.37, Synergy_Loewe=-33.1, Synergy_HSA=3.47. (5) Drug 1: CCCCCOC(=O)NC1=NC(=O)N(C=C1F)C2C(C(C(O2)C)O)O. Drug 2: C#CCC(CC1=CN=C2C(=N1)C(=NC(=N2)N)N)C3=CC=C(C=C3)C(=O)NC(CCC(=O)O)C(=O)O. Cell line: MDA-MB-231. Synergy scores: CSS=-0.376, Synergy_ZIP=0.0154, Synergy_Bliss=-0.177, Synergy_Loewe=-0.0529, Synergy_HSA=-1.90. (6) Drug 1: CCCS(=O)(=O)NC1=C(C(=C(C=C1)F)C(=O)C2=CNC3=C2C=C(C=N3)C4=CC=C(C=C4)Cl)F. Drug 2: C1CCC(C1)C(CC#N)N2C=C(C=N2)C3=C4C=CNC4=NC=N3. Cell line: NCI-H226. Synergy scores: CSS=2.05, Synergy_ZIP=-2.53, Synergy_Bliss=-0.926, Synergy_Loewe=-2.99, Synergy_HSA=-3.05. (7) Drug 1: C1=CC(=CC=C1C#N)C(C2=CC=C(C=C2)C#N)N3C=NC=N3. Drug 2: C1CC(=O)NC(=O)C1N2C(=O)C3=CC=CC=C3C2=O. Cell line: UO-31. Synergy scores: CSS=-1.86, Synergy_ZIP=1.91, Synergy_Bliss=-1.73, Synergy_Loewe=-0.592, Synergy_HSA=-4.86. (8) Drug 1: CC(CN1CC(=O)NC(=O)C1)N2CC(=O)NC(=O)C2. Drug 2: CN(C)C1=NC(=NC(=N1)N(C)C)N(C)C. Cell line: HOP-62. Synergy scores: CSS=13.8, Synergy_ZIP=0.396, Synergy_Bliss=6.85, Synergy_Loewe=-2.93, Synergy_HSA=2.11.